This data is from Catalyst prediction with 721,799 reactions and 888 catalyst types from USPTO. The task is: Predict which catalyst facilitates the given reaction. (1) Reactant: [Cl:1][C:2]1[CH:7]=[CH:6][C:5]([C:8](=[O:21])[CH2:9][CH2:10][C:11]2[CH:20]=[CH:19][C:14]([C:15]([O:17][CH3:18])=[O:16])=[CH:13][CH:12]=2)=[C:4]([NH:22][C:23]2[CH:28]=[CH:27][CH:26]=[CH:25][CH:24]=2)[CH:3]=1.C1COCC1.C[Si]([N-][Si](C)(C)C)(C)C.[Na+].[O:44]1[CH:48]=[CH:47][N:46]=[C:45]1[C:49](Cl)=O. Product: [CH3:18][O:17][C:15](=[O:16])[C:14]1[CH:19]=[CH:20][C:11]([CH2:10][C:9]2[C:8](=[O:21])[C:5]3[C:4](=[CH:3][C:2]([Cl:1])=[CH:7][CH:6]=3)[N:22]([C:23]3[CH:28]=[CH:27][CH:26]=[CH:25][CH:24]=3)[C:49]=2[C:45]2[O:44][CH:48]=[CH:47][N:46]=2)=[CH:12][CH:13]=1. The catalyst class is: 3. (2) Reactant: [Cl:1][C:2]1[CH:3]=[C:4]([CH:6]=[CH:7][C:8]=1[S:9][C:10]([F:13])([F:12])[F:11])[NH2:5].C(N(CC)CC)C.[C:21](Cl)(=[O:23])[CH3:22]. Product: [Cl:1][C:2]1[CH:3]=[C:4]([NH:5][C:21](=[O:23])[CH3:22])[CH:6]=[CH:7][C:8]=1[S:9][C:10]([F:13])([F:11])[F:12]. The catalyst class is: 4. (3) Reactant: [CH3:1][O:2][CH2:3][CH2:4][CH2:5][C:6]1[CH:7]=[C:8]([CH:12]=[C:13]([CH2:15][CH2:16][CH2:17][O:18][CH3:19])[CH:14]=1)[C:9]([OH:11])=O.[CH:20]1([NH2:23])[CH2:22][CH2:21]1.CN(C(ON1N=NC2C1=CC=CC=2)=[N+](C)C)C.F[P-](F)(F)(F)(F)F.C(N(CC)CC)C. Product: [CH:20]1([NH:23][C:9](=[O:11])[C:8]2[CH:12]=[C:13]([CH2:15][CH2:16][CH2:17][O:18][CH3:19])[CH:14]=[C:6]([CH2:5][CH2:4][CH2:3][O:2][CH3:1])[CH:7]=2)[CH2:22][CH2:21]1. The catalyst class is: 91. (4) Reactant: Cl.[O:2]=[C:3]1[NH:11][C:6]2=[N:7][CH:8]=[CH:9][CH:10]=[C:5]2[C:4]21[CH2:19][C:18]1[C:13](=[CH:14][CH:15]=[C:16]([NH:20][C:21]3[N:26]=[CH:25][N:24]=[C:23]([C:27]([OH:29])=O)[CH:22]=3)[CH:17]=1)[CH2:12]2.[NH:30]1[C:38]2[C:33](=[CH:34][C:35]([OH:39])=[CH:36][CH:37]=2)[CH2:32][CH2:31]1.CN(C(ON1N=NC2C=CC=CC1=2)=[N+](C)C)C.[B-](F)(F)(F)F. Product: [OH:39][C:35]1[CH:34]=[C:33]2[C:38](=[CH:37][CH:36]=1)[N:30]([C:27]([C:23]1[N:24]=[CH:25][N:26]=[C:21]([NH:20][C:16]3[CH:17]=[C:18]4[C:13](=[CH:14][CH:15]=3)[CH2:12][C:4]3([C:5]5[C:6](=[N:7][CH:8]=[CH:9][CH:10]=5)[NH:11][C:3]3=[O:2])[CH2:19]4)[CH:22]=1)=[O:29])[CH2:31][CH2:32]2. The catalyst class is: 3. (5) Reactant: [OH:1][CH:2]([C:25]1[CH:26]=[N:27][CH:28]=[CH:29][CH:30]=1)[CH:3]([CH2:18][C:19]1[CH:24]=[CH:23][CH:22]=[CH:21][CH:20]=1)[C:4]([O:6][CH2:7][C:8]1[CH:13]=[CH:12][CH:11]=[C:10]([C:14]([F:17])([F:16])[F:15])[CH:9]=1)=[O:5].CC(OI1(OC(C)=O)(OC(C)=O)OC(=O)C2C=CC=CC1=2)=O.O. Product: [O:1]=[C:2]([C:25]1[CH:26]=[N:27][CH:28]=[CH:29][CH:30]=1)[CH:3]([CH2:18][C:19]1[CH:20]=[CH:21][CH:22]=[CH:23][CH:24]=1)[C:4]([O:6][CH2:7][C:8]1[CH:13]=[CH:12][CH:11]=[C:10]([C:14]([F:15])([F:16])[F:17])[CH:9]=1)=[O:5]. The catalyst class is: 2.